Dataset: Reaction yield outcomes from USPTO patents with 853,638 reactions. Task: Predict the reaction yield, written as a fraction of the theoretical maximum amount of product (1.0 means a 100% yield; for example, 0.34 means a 34% yield). (1) The reactants are FC(F)(F)C([O:5][CH2:6][C:7]1[CH:12]=[C:11]([C:13]#[N:14])[CH:10]=[C:9]([CH3:15])[N:8]=1)=O.C([O-])(O)=O.[Na+].CCOC(C)=O. The catalyst is C1COCC1. The product is [OH:5][CH2:6][C:7]1[CH:12]=[C:11]([CH:10]=[C:9]([CH3:15])[N:8]=1)[C:13]#[N:14]. The yield is 0.730. (2) The reactants are [F:1][C:2]1[CH:7]=[CH:6][C:5](/[C:8](/[C:21]([NH:23][CH:24]2[CH2:26][CH2:25]2)=[O:22])=[CH:9]\[C:10]2[CH:15]=[CH:14][C:13]([CH:16]=[CH:17][C:18](O)=[O:19])=[CH:12][CH:11]=2)=[CH:4][CH:3]=1.CN(C=O)C.C1C=CC2N(O)N=NC=2C=1.[NH2:42][CH2:43][CH2:44][CH2:45][CH2:46][CH2:47][C:48]([O:50][CH3:51])=[O:49].C(N(CC)CC)C. The catalyst is O. The product is [CH:24]1([NH:23][C:21](=[O:22])/[C:8](/[C:5]2[CH:4]=[CH:3][C:2]([F:1])=[CH:7][CH:6]=2)=[CH:9]/[C:10]2[CH:15]=[CH:14][C:13]([CH:16]=[CH:17][C:18]([NH:42][CH2:43][CH2:44][CH2:45][CH:46]=[CH:47][C:48]([O:50][CH3:51])=[O:49])=[O:19])=[CH:12][CH:11]=2)[CH2:25][CH2:26]1. The yield is 0.520. (3) The reactants are [ClH:1].[F:2][C:3]([F:28])([F:27])[C:4]1[CH:5]=[C:6]([C:10]2[N:15]=[CH:14][C:13]([C@@H:16]3[CH2:18][C@H:17]3[NH:19]C(=O)OC(C)(C)C)=[CH:12][CH:11]=2)[CH:7]=[CH:8][CH:9]=1. The catalyst is C(OCC)C. The product is [ClH:1].[ClH:1].[F:28][C:3]([F:2])([F:27])[C:4]1[CH:5]=[C:6]([C:10]2[N:15]=[CH:14][C:13]([C@@H:16]3[CH2:18][C@H:17]3[NH2:19])=[CH:12][CH:11]=2)[CH:7]=[CH:8][CH:9]=1. The yield is 0.862. (4) The yield is 0.810. The product is [C:20]([C:7]1[CH:16]=[CH:15][CH:14]=[C:13]2[C:8]=1[CH2:9][CH2:10][C:11](=[O:17])[NH:12]2)#[N:21]. The reactants are FC(F)(F)S(O[C:7]1[CH:16]=[CH:15][CH:14]=[C:13]2[C:8]=1[CH2:9][CH2:10][C:11](=[O:17])[NH:12]2)(=O)=O.[CH3:20][N:21](C=O)C. The catalyst is [C-]#N.[Zn+2].[C-]#N.C1C=CC([P]([Pd]([P](C2C=CC=CC=2)(C2C=CC=CC=2)C2C=CC=CC=2)([P](C2C=CC=CC=2)(C2C=CC=CC=2)C2C=CC=CC=2)[P](C2C=CC=CC=2)(C2C=CC=CC=2)C2C=CC=CC=2)(C2C=CC=CC=2)C2C=CC=CC=2)=CC=1. (5) The reactants are [CH3:1][C:2]1[N:3]=[CH:4][O:5][C:6]=1[C:7](=[N:14][O:15][CH2:16][C:17]1[N:22]=[C:21]([N:23]2C(=O)C3C(=CC=CC=3)C2=O)[CH:20]=[CH:19][CH:18]=1)[C:8]1[CH:13]=[CH:12][CH:11]=[CH:10][CH:9]=1.O.NN. The catalyst is O1CCCC1. The product is [CH3:1][C:2]1[N:3]=[CH:4][O:5][C:6]=1[C:7](=[N:14][O:15][CH2:16][C:17]1[N:22]=[C:21]([NH2:23])[CH:20]=[CH:19][CH:18]=1)[C:8]1[CH:9]=[CH:10][CH:11]=[CH:12][CH:13]=1. The yield is 0.850. (6) The reactants are [F:1][C:2]([F:13])([F:12])[C:3]1[CH:8]=[CH:7][C:6](B(O)O)=[CH:5][CH:4]=1.Br[C:15]1[CH:20]=[CH:19][C:18]([OH:21])=[CH:17][CH:16]=1.C(=O)([O-])[O-].[K+].[K+]. The catalyst is O.C([O-])(=O)C.[Pd+2].C([O-])(=O)C. The product is [F:1][C:2]([F:13])([F:12])[C:3]1[CH:8]=[CH:7][C:6]([C:15]2[CH:20]=[CH:19][C:18]([OH:21])=[CH:17][CH:16]=2)=[CH:5][CH:4]=1. The yield is 0.550.